From a dataset of Forward reaction prediction with 1.9M reactions from USPTO patents (1976-2016). Predict the product of the given reaction. Given the reactants [CH:1]1([NH:5][C:6]2[N:7]=[N:8][C:9]([C:12]#[CH:13])=[CH:10][CH:11]=2)[CH2:4][CH2:3][CH2:2]1.[Cl:14][C:15]1[CH:41]=[CH:40][C:18]([C:19]([NH:21][C:22]2[CH:27]=[CH:26][C:25]([CH2:28][N:29]3[CH2:34][CH2:33][N:32]([CH3:35])[CH2:31][CH2:30]3)=[C:24]([C:36]([F:39])([F:38])[F:37])[CH:23]=2)=[O:20])=[CH:17][C:16]=1I, predict the reaction product. The product is: [Cl:14][C:15]1[CH:16]=[CH:17][C:18]([C:19]([NH:21][C:22]2[CH:27]=[CH:26][C:25]([CH2:28][N:29]3[CH2:34][CH2:33][N:32]([CH3:35])[CH2:31][CH2:30]3)=[C:24]([C:36]([F:38])([F:37])[F:39])[CH:23]=2)=[O:20])=[CH:40][C:41]=1[C:13]#[C:12][C:9]1[N:8]=[N:7][C:6]([NH:5][CH:1]2[CH2:4][CH2:3][CH2:2]2)=[CH:11][CH:10]=1.